The task is: Regression. Given a peptide amino acid sequence and an MHC pseudo amino acid sequence, predict their binding affinity value. This is MHC class II binding data.. This data is from Peptide-MHC class II binding affinity with 134,281 pairs from IEDB. (1) The peptide sequence is QVNTSKTGINENYAK. The MHC is DRB1_0901 with pseudo-sequence DRB1_0901. The binding affinity (normalized) is 0.186. (2) The peptide sequence is GILQIVDKIDAAFKI. The MHC is DRB1_0404 with pseudo-sequence DRB1_0404. The binding affinity (normalized) is 0.620. (3) The peptide sequence is YDKFLAYVSTVLTGK. The MHC is DRB1_0405 with pseudo-sequence DRB1_0405. The binding affinity (normalized) is 0.756. (4) The peptide sequence is EELRSLYNTVATLYCVH. The MHC is DRB1_1001 with pseudo-sequence DRB1_1001. The binding affinity (normalized) is 0.587. (5) The peptide sequence is TLWQRPLVTIKIGGQLTEAL. The MHC is DRB1_1501 with pseudo-sequence DRB1_1501. The binding affinity (normalized) is 0.724. (6) The peptide sequence is SVAGRVDGLELKKLG. The MHC is DRB1_0301 with pseudo-sequence DRB1_0301. The binding affinity (normalized) is 0.756.